This data is from Full USPTO retrosynthesis dataset with 1.9M reactions from patents (1976-2016). The task is: Predict the reactants needed to synthesize the given product. (1) The reactants are: [CH3:1][C:2]([C:4]1[CH:9]=[CH:8][C:7]([F:10])=[C:6]([O:11][CH3:12])[CH:5]=1)=O.Cl.[N:14]1[O:15][N:16]=[C:17]2[CH:22]=[C:21]([CH2:23][O:24][NH2:25])[CH:20]=[CH:19][C:18]=12.N1C=CC=CC=1. Given the product [N:14]1[O:15][N:16]=[C:17]2[CH:22]=[C:21]([CH2:23][O:24][N:25]=[C:2]([C:4]3[CH:9]=[CH:8][C:7]([F:10])=[C:6]([O:11][CH3:12])[CH:5]=3)[CH3:1])[CH:20]=[CH:19][C:18]=12, predict the reactants needed to synthesize it. (2) Given the product [F:18][C@H:19]1[C@@H:23]([F:24])[CH2:22][N:21]([C:10]([C@@H:9]2[CH2:13][C@@H:14]([OH:16])[CH2:15][N:8]2[C:6]([O:5][C:1]([CH3:2])([CH3:3])[CH3:4])=[O:7])=[O:12])[CH2:20]1, predict the reactants needed to synthesize it. The reactants are: [C:1]([O:5][C:6]([N:8]1[CH2:15][C@H:14]([OH:16])[CH2:13][C@H:9]1[C:10]([OH:12])=O)=[O:7])([CH3:4])([CH3:3])[CH3:2].Cl.[F:18][C@H:19]1[C@@H:23]([F:24])[CH2:22][NH:21][CH2:20]1. (3) Given the product [C:1]([O:5][C:6]([N:8]1[C:16]2[CH2:15][CH2:14][N:13]([C:17]3[N:38]([CH2:36][CH3:37])[N:39]=[C:19]([C:21]4([O:24][CH3:25])[CH2:22][CH2:23]4)[CH:18]=3)[CH2:12][C:11]=2[CH:10]=[C:9]1[C:27]1[C:28]([F:34])=[CH:29][CH:30]=[CH:31][C:32]=1[F:33])=[O:7])([CH3:3])([CH3:2])[CH3:4], predict the reactants needed to synthesize it. The reactants are: [C:1]([O:5][C:6]([N:8]1[C:16]2[CH2:15][CH2:14][N:13]([C:17](=S)[CH2:18][C:19]([C:21]3([O:24][CH3:25])[CH2:23][CH2:22]3)=O)[CH2:12][C:11]=2[CH:10]=[C:9]1[C:27]1[C:32]([F:33])=[CH:31][CH:30]=[CH:29][C:28]=1[F:34])=[O:7])([CH3:4])([CH3:3])[CH3:2].Cl.[CH2:36]([NH:38][NH2:39])[CH3:37].CCN(C(C)C)C(C)C. (4) Given the product [CH3:1][C:2]1[C:14]2[C:13]3[C:8](=[CH:9][CH:10]=[CH:11][CH:12]=3)[C:7](=[O:15])[C:6]=2[CH:5]=[C:4]([C:16]([O:18][CH3:19])=[O:17])[CH:3]=1, predict the reactants needed to synthesize it. The reactants are: [CH3:1][C:2]1[C:14]2[C:13]3[C:8](=[CH:9][CH:10]=[CH:11][CH:12]=3)[C:7](=[O:15])[C:6]=2[CH:5]=[C:4]([C:16]([OH:18])=[O:17])[CH:3]=1.[C:19](=O)([O-])[O-].[K+].[K+].CN(C)C=O.CI.